Predict the product of the given reaction. From a dataset of Forward reaction prediction with 1.9M reactions from USPTO patents (1976-2016). Given the reactants [CH3:1][C:2]1[CH:7]=[CH:6][C:5]([CH:8]2[CH2:13][NH:12][CH2:11][CH2:10][NH:9]2)=[CH:4][CH:3]=1.Cl[C:15]1[C:24]2[C:19](=[CH:20][C:21]([O:27][CH3:28])=[C:22]([O:25][CH3:26])[CH:23]=2)[N:18]=[CH:17][N:16]=1, predict the reaction product. The product is: [CH3:1][C:2]1[CH:3]=[CH:4][C:5]([CH:8]2[NH:9][CH2:10][CH2:11][N:12]([C:15]3[C:24]4[C:19](=[CH:20][C:21]([O:27][CH3:28])=[C:22]([O:25][CH3:26])[CH:23]=4)[N:18]=[CH:17][N:16]=3)[CH2:13]2)=[CH:6][CH:7]=1.